Regression. Given a peptide amino acid sequence and an MHC pseudo amino acid sequence, predict their binding affinity value. This is MHC class I binding data. From a dataset of Peptide-MHC class I binding affinity with 185,985 pairs from IEDB/IMGT. (1) The peptide sequence is REIGSLLHGL. The MHC is HLA-B45:01 with pseudo-sequence HLA-B45:01. The binding affinity (normalized) is 0.268. (2) The peptide sequence is GLGGDASAY. The MHC is HLA-B08:01 with pseudo-sequence HLA-B08:01. The binding affinity (normalized) is 0.0847. (3) The MHC is HLA-A30:01 with pseudo-sequence HLA-A30:01. The peptide sequence is MCIKYTACM. The binding affinity (normalized) is 0.0580.